This data is from NCI-60 drug combinations with 297,098 pairs across 59 cell lines. The task is: Regression. Given two drug SMILES strings and cell line genomic features, predict the synergy score measuring deviation from expected non-interaction effect. Drug 1: CC(C)(C#N)C1=CC(=CC(=C1)CN2C=NC=N2)C(C)(C)C#N. Drug 2: CC1=C(C(=O)C2=C(C1=O)N3CC4C(C3(C2COC(=O)N)OC)N4)N. Cell line: UACC62. Synergy scores: CSS=32.7, Synergy_ZIP=5.78, Synergy_Bliss=1.39, Synergy_Loewe=-5.03, Synergy_HSA=2.71.